From a dataset of Reaction yield outcomes from USPTO patents with 853,638 reactions. Predict the reaction yield, written as a fraction of the theoretical maximum amount of product (1.0 means a 100% yield; for example, 0.34 means a 34% yield). (1) The reactants are C([O:8][C:9]1[C:10]2[CH:31]=[CH:30][CH:29]=[CH:28][C:11]=2[C:12]2[C@@H:13]([CH2:26][Cl:27])[CH2:14][N:15]([C:18](=[O:25])[CH2:19][CH2:20][CH2:21][C:22]([OH:24])=[O:23])[C:16]=2[CH:17]=1)C1C=CC=CC=1. The catalyst is [Pd].C1COCC1.CO. The product is [Cl:27][CH2:26][C@@H:13]1[C:12]2[C:11]3[CH:28]=[CH:29][CH:30]=[CH:31][C:10]=3[C:9]([OH:8])=[CH:17][C:16]=2[N:15]([C:18](=[O:25])[CH2:19][CH2:20][CH2:21][C:22]([OH:24])=[O:23])[CH2:14]1. The yield is 0.840. (2) The reactants are [H-].[Na+].[F:3][C:4]1[CH:9]=[CH:8][CH:7]=[CH:6][C:5]=1[OH:10].[Cl:11][C:12]1[CH:17]=[C:16](Cl)[N:15]=[CH:14][N:13]=1.O. The catalyst is C1COCC1.C(OCC)(=O)C. The product is [Cl:11][C:12]1[CH:17]=[C:16]([O:10][C:5]2[CH:6]=[CH:7][CH:8]=[CH:9][C:4]=2[F:3])[N:15]=[CH:14][N:13]=1. The yield is 0.650.